From a dataset of Reaction yield outcomes from USPTO patents with 853,638 reactions. Predict the reaction yield, written as a fraction of the theoretical maximum amount of product (1.0 means a 100% yield; for example, 0.34 means a 34% yield). (1) The reactants are C(=O)([O-])[O-].[K+].[K+].[F:7][C:8]([F:32])([F:31])[C:9]1[N:13]2[N:14]=[C:15]([N:18]3[CH2:23][CH2:22][CH:21]([C:24]4[CH:29]=[CH:28][C:27]([OH:30])=[CH:26][CH:25]=4)[CH2:20][CH2:19]3)[CH2:16][CH2:17][C:12]2=[N:11][N:10]=1.Cl[CH2:34][C:35](=[O:37])[CH3:36]. The catalyst is CC(N(C)C)=O. The product is [F:32][C:8]([F:7])([F:31])[C:9]1[N:13]2[N:14]=[C:15]([N:18]3[CH2:23][CH2:22][CH:21]([C:24]4[CH:25]=[CH:26][C:27]([O:30][CH2:34][C:35](=[O:37])[CH3:36])=[CH:28][CH:29]=4)[CH2:20][CH2:19]3)[CH2:16][CH2:17][C:12]2=[N:11][N:10]=1. The yield is 0.960. (2) The catalyst is O1CCCC1.O. The yield is 0.800. The product is [CH2:7]([N:14]([CH2:15][C:16]([O:18][CH2:19][CH3:20])=[O:17])[C:22](=[O:30])[CH2:23][CH2:24][C:25]([O:27][CH2:28][CH3:29])=[O:26])[C:8]1[CH:13]=[CH:12][CH:11]=[CH:10][CH:9]=1. The reactants are C(=O)([O-])[O-].[K+].[K+].[CH2:7]([NH:14][CH2:15][C:16]([O:18][CH2:19][CH3:20])=[O:17])[C:8]1[CH:13]=[CH:12][CH:11]=[CH:10][CH:9]=1.Cl[C:22](=[O:30])[CH2:23][CH2:24][C:25]([O:27][CH2:28][CH3:29])=[O:26]. (3) The reactants are [CH2:1]([N:8]1[C:16]2[C:11](=[CH:12][C:13]([O:17][CH3:18])=[CH:14][CH:15]=2)[C:10](=O)[C:9]1=[O:20])[C:2]1[CH:7]=[CH:6][CH:5]=[CH:4][CH:3]=1.O.NN. The catalyst is CS(C)=O.O.CCOC(C)=O. The product is [CH2:1]([N:8]1[C:16]2[C:11](=[CH:12][C:13]([O:17][CH3:18])=[CH:14][CH:15]=2)[CH2:10][C:9]1=[O:20])[C:2]1[CH:7]=[CH:6][CH:5]=[CH:4][CH:3]=1. The yield is 0.850. (4) The product is [Cl:1][C:2]1[CH:7]=[CH:6][C:5]([O:8][C:9]2[CH:14]=[CH:13][C:12]([CH2:15][CH2:16][I:46])=[CH:11][CH:10]=2)=[CH:4][C:3]=1[C:18]([F:21])([F:20])[F:19]. The reactants are [Cl:1][C:2]1[CH:7]=[CH:6][C:5]([O:8][C:9]2[CH:14]=[CH:13][C:12]([CH2:15][CH2:16]O)=[CH:11][CH:10]=2)=[CH:4][C:3]=1[C:18]([F:21])([F:20])[F:19].C1C=CC(P(C2C=CC=CC=2)C2C=CC=CC=2)=CC=1.N1C=CN=C1.[I-:46]. The catalyst is C(Cl)Cl. The yield is 0.464. (5) The reactants are [CH2:1]1[O:5][C:4]2[CH:6]=[C:7]([OH:10])[CH:8]=[CH:9][C:3]=2[O:2]1.C([Mg]Cl)(C)C.[NH:16]1[C:26]2[C:21](=[CH:22][CH:23]=[CH:24][CH:25]=2)[C:19](=[O:20])[C:17]1=[O:18].[Cl-].[NH4+]. The catalyst is O.O1CCCC1. The product is [OH:20][C:19]1([C:8]2[C:7]([OH:10])=[CH:6][C:4]3[O:5][CH2:1][O:2][C:3]=3[CH:9]=2)[C:21]2[C:26](=[CH:25][CH:24]=[CH:23][CH:22]=2)[NH:16][C:17]1=[O:18]. The yield is 1.00. (6) The reactants are [Cl:1][C:2]1[CH:3]=[C:4]2[C:17]([CH3:19])([CH3:18])[C:16]([CH3:20])=[N:15][C:5]2=[N+:6]([CH2:8][CH2:9][CH2:10][S:11]([O-:14])(=[O:13])=[O:12])[CH:7]=1.[CH3:21][C:22]1[C:30]([CH3:32])([CH3:31])[C:29]2[C:24](=[CH:25][CH:26]=[C:27]([S:33]([O-:36])(=[O:35])=[O:34])[CH:28]=2)[N+:23]=1[CH2:37][CH2:38][CH2:39][S:40]([O-:43])(=[O:42])=[O:41].[Na+:44].[Br-].[Br:46]/[C:47](=[CH:56]\NC1C=CC=CC=1)/[CH:48]=[NH+]/C1C=CC=CC=1.C([O-])(=O)C.[Na+]. The catalyst is C(OCC)C.CO. The product is [Br:46]/[C:47](/[CH:56]=[CH:20]/[C:16]1[C:17]([CH3:19])([CH3:18])[C:4]2[C:5]([N:15]=1)=[N+:6]([CH2:8][CH2:9][CH2:10][S:11]([O-:14])(=[O:13])=[O:12])[CH:7]=[C:2]([Cl:1])[CH:3]=2)=[CH:48]\[CH:21]=[C:22]1\[N:23]([CH2:37][CH2:38][CH2:39][S:40]([O-:43])(=[O:42])=[O:41])[C:24]2[C:29]([C:30]\1([CH3:31])[CH3:32])=[CH:28][C:27]([S:33]([O-:36])(=[O:35])=[O:34])=[CH:26][CH:25]=2.[Na+:44].[Na+:44]. The yield is 0.500. (7) The reactants are [CH2:1]([O:3][C:4]1[CH:13]=[C:12]([CH:14]=[O:15])[CH:11]=[C:10]([O:16]CC)[C:5]=1[C:6]([O:8][CH3:9])=[O:7])[CH3:2].[Al+3].[Cl-].[Cl-].[Cl-].O.CCOC(C)=O. The catalyst is C(Cl)Cl. The product is [CH2:1]([O:3][C:4]1[CH:13]=[C:12]([CH:14]=[O:15])[CH:11]=[C:10]([OH:16])[C:5]=1[C:6]([O:8][CH3:9])=[O:7])[CH3:2]. The yield is 0.590. (8) The reactants are N1C[CH2:5][NH:4][CH2:3]C1.[Cl:7][CH2:8][C:9]([C:11]1[CH:16]=[CH:15][CH:14]=[CH:13][CH:12]=1)=[O:10].[C:17]([O-:20])([O-])=O.[K+].[K+].[CH3:23][N:24]([CH:26]=O)[CH3:25]. No catalyst specified. The product is [ClH:7].[ClH:7].[CH2:8]([N:4]1[CH2:3][CH2:26][N:24]([CH2:25][C:17]([C:11]2[CH:16]=[CH:15][CH:14]=[CH:13][CH:12]=2)=[O:20])[CH2:23][CH2:5]1)[C:9]([C:11]1[CH:16]=[CH:15][CH:14]=[CH:13][CH:12]=1)=[O:10]. The yield is 0.720. (9) The reactants are [CH3:1][O:2][C:3]1[CH:12]=[CH:11][C:10]([O:13][CH3:14])=[C:9]2[C:4]=1[CH2:5][CH2:6][CH2:7][C:8]2=O.[NH3:16].C(O)C.[BH4-].[Na+]. The catalyst is CC(C)[O-].[Ti+4].CC(C)[O-].CC(C)[O-].CC(C)[O-]. The product is [CH3:1][O:2][C:3]1[CH:12]=[CH:11][C:10]([O:13][CH3:14])=[C:9]2[C:4]=1[CH2:5][CH2:6][CH2:7][CH:8]2[NH2:16]. The yield is 0.930. (10) The reactants are [CH:1]([O:4][C:5](=[O:13])[C:6]1[CH:11]=[C:10](Cl)[CH:9]=[CH:8][N:7]=1)([CH3:3])[CH3:2].CC1(C)C(C)(C)OB([C:22]2[CH:23]=[C:24]3[NH:30][CH:29]=[CH:28][C:25]3=[N:26][CH:27]=2)O1.C(=O)([O-])[O-].[K+].[K+]. The catalyst is C1(C)C=CC=CC=1. The product is [NH:30]1[C:24]2[C:25](=[N:26][CH:27]=[C:22]([C:10]3[CH:9]=[CH:8][N:7]=[C:6]([C:5]([O:4][CH:1]([CH3:3])[CH3:2])=[O:13])[CH:11]=3)[CH:23]=2)[CH:28]=[CH:29]1. The yield is 0.570.